From a dataset of Catalyst prediction with 721,799 reactions and 888 catalyst types from USPTO. Predict which catalyst facilitates the given reaction. Reactant: [F:1][C:2]([F:47])([F:46])[C:3]1[CH:4]=[C:5]([N:13]([CH3:45])[C:14]([N:16]([CH3:44])[C@H:17]2[C@H:21]([C:22]3[CH:27]=[CH:26][C:25]([F:28])=[CH:24][CH:23]=3)[CH2:20][N:19]([C:29]([C@H:31]3[CH2:36][CH2:35][C@H:34]([NH:37][C:38](=[O:43])[CH2:39][CH2:40][CH2:41]Cl)[CH2:33][CH2:32]3)=[O:30])[CH2:18]2)=[O:15])[CH:6]=[C:7]([C:9]([F:12])([F:11])[F:10])[CH:8]=1.[H-].[Na+]. Product: [F:1][C:2]([F:47])([F:46])[C:3]1[CH:4]=[C:5]([N:13]([CH3:45])[C:14]([N:16]([C@H:17]2[C@H:21]([C:22]3[CH:27]=[CH:26][C:25]([F:28])=[CH:24][CH:23]=3)[CH2:20][N:19]([C:29]([C@H:31]3[CH2:36][CH2:35][C@H:34]([N:37]4[CH2:41][CH2:40][CH2:39][C:38]4=[O:43])[CH2:33][CH2:32]3)=[O:30])[CH2:18]2)[CH3:44])=[O:15])[CH:6]=[C:7]([C:9]([F:12])([F:11])[F:10])[CH:8]=1. The catalyst class is: 18.